This data is from Reaction yield outcomes from USPTO patents with 853,638 reactions. The task is: Predict the reaction yield, written as a fraction of the theoretical maximum amount of product (1.0 means a 100% yield; for example, 0.34 means a 34% yield). (1) The reactants are O[C:2]1[C:7]([N+]([O-])=O)=[CH:6][C:5]([F:11])=[CH:4][N:3]=1.[OH:12][C:13]1C=CC(F)=CN=1.NC1C=CC(OC)=NC=1. The product is [CH3:13][O:12][C:4]1[C:5]([F:11])=[CH:6][CH:7]=[CH:2][N:3]=1. No catalyst specified. The yield is 1.00. (2) The product is [C:2]([C:3]1[N:14]([CH3:15])[C:6]2[C:5]([CH:4]=1)=[CH:10][C:9]([N+:11]([O-:13])=[O:12])=[CH:8][CH:7]=2)([CH3:17])([CH3:16])[CH3:1]. The catalyst is C1COCC1. The reactants are [CH3:1][C:2]([CH3:17])([CH3:16])[C:3]#[C:4][C:5]1[CH:10]=[C:9]([N+:11]([O-:13])=[O:12])[CH:8]=[CH:7][C:6]=1[NH:14][CH3:15].CCCC[N+](CCCC)(CCCC)CCCC.[F-]. The yield is 0.990. (3) The reactants are C[S:2][C:3]1[CH:8]=[CH:7][C:6]([OH:9])=CC=1.Br[CH:11]([OH:13])[CH3:12].[C:14](=O)([O-])[O-].[K+].[K+]. The catalyst is CN(C)C=O. The product is [CH3:14][C:8]1[CH:7]=[C:6]([O:9][CH:11]([OH:13])[CH3:12])[S:2][CH:3]=1. The yield is 0.640. (4) The reactants are [O:1]1[C:6](=[O:7])[CH2:5][CH2:4][CH2:3][C:2]1=[O:8].[NH2:9][C:10]1[CH:17]=[CH:16][C:13]([C:14]#[N:15])=[CH:12][CH:11]=1. The catalyst is C1COCC1. The product is [C:14]([C:13]1[CH:16]=[CH:17][C:10]([NH:9][C:2](=[O:8])[CH2:3][CH2:4][CH2:5][C:6]([OH:1])=[O:7])=[CH:11][CH:12]=1)#[N:15]. The yield is 0.800. (5) The reactants are [CH2:1]([NH2:6])[C:2]([CH3:5])([CH3:4])[CH3:3].[Br:7][C:8]1[C:9](Cl)=[N:10][C:11]([Cl:14])=[N:12][CH:13]=1. The catalyst is CO. The product is [Br:7][C:8]1[C:9]([NH:6][CH2:1][C:2]([CH3:5])([CH3:4])[CH3:3])=[N:10][C:11]([Cl:14])=[N:12][CH:13]=1. The yield is 0.920.